Dataset: Catalyst prediction with 721,799 reactions and 888 catalyst types from USPTO. Task: Predict which catalyst facilitates the given reaction. (1) Reactant: [N:1]1(C(OC(C)(C)C)=O)[CH2:5][CH2:4][CH2:3][CH:2]1[C:6]([O:8][C:9]1[CH:14]=[CH:13][CH:12]=[CH:11][CH:10]=1)=[O:7].FC(F)(F)C(O)=O. Product: [NH:1]1[CH2:5][CH2:4][CH2:3][CH:2]1[C:6]([O:8][C:9]1[CH:14]=[CH:13][CH:12]=[CH:11][CH:10]=1)=[O:7]. The catalyst class is: 2. (2) Reactant: [OH:1][CH2:2][CH2:3][C:4]1([NH:9][CH:10]=[C:11]([C:17](=[O:28])[C:18]2[CH:23]=[C:22]([F:24])[C:21]([F:25])=[C:20]([F:26])[C:19]=2F)[C:12]([O:14][CH2:15][CH3:16])=[O:13])[CH2:8][CH2:7][CH2:6][CH2:5]1.[H-].[Na+].O. Product: [F:26][C:20]1[CH:19]=[C:18]2[C:23](=[C:22]([F:24])[C:21]=1[F:25])[N:9]([C:4]1([CH2:3][CH2:2][OH:1])[CH2:5][CH2:6][CH2:7][CH2:8]1)[CH:10]=[C:11]([C:12]([O:14][CH2:15][CH3:16])=[O:13])[C:17]2=[O:28]. The catalyst class is: 1. (3) Reactant: Cl[C:2]1[C:7]2[S:8][C:9]3[N:10]=[C:11](CC)[C:12]4[CH2:13][CH2:14][C:15]([CH3:22])([CH3:21])[CH:16](NC)[C:17]=4[C:18]=3[C:6]=2[N:5]=[CH:4][N:3]=1.[N:25]1([CH2:31][CH2:32][NH2:33])[CH2:30][CH2:29][O:28][CH2:27][CH2:26]1. Product: [CH2:2]([N:3]([CH3:4])[C:11]1[C:12]2[CH2:13][CH2:14][C:15]([CH3:22])([CH3:21])[CH2:16][C:17]=2[C:18]2[C:6]3[C:7](=[C:2]([NH:33][CH2:32][CH2:31][N:25]4[CH2:30][CH2:29][O:28][CH2:27][CH2:26]4)[N:3]=[CH:4][N:5]=3)[S:8][C:9]=2[N:10]=1)[CH3:7]. The catalyst class is: 8. (4) Reactant: [BH4-].[Na+].[Cl:3][C:4]1[N:9]=[CH:8][C:7]([CH2:10][NH:11][C:12]([C:14]2([C:29]#[N:30])[CH2:19][CH2:18][N:17]([C:20]3[C:21]4[CH:28]=[CH:27][NH:26][C:22]=4[N:23]=[CH:24][N:25]=3)[CH2:16][CH2:15]2)=[O:13])=[CH:6][CH:5]=1. Product: [Cl:3][C:4]1[N:9]=[CH:8][C:7]([CH2:10][NH:11][C:12]([C:14]2([CH2:29][NH2:30])[CH2:15][CH2:16][N:17]([C:20]3[C:21]4[CH:28]=[CH:27][NH:26][C:22]=4[N:23]=[CH:24][N:25]=3)[CH2:18][CH2:19]2)=[O:13])=[CH:6][CH:5]=1. The catalyst class is: 240. (5) Reactant: [NH:1]([C:3](=O)[CH:4]([NH:6][C:7](=[O:16])[C:8]1[CH:13]=[CH:12][C:11]([OH:14])=[CH:10][C:9]=1[OH:15])[CH3:5])[NH2:2].[C:18]([C:20]1[CH:25]=[CH:24][N:23]=[CH:22][CH:21]=1)#[N:19].N12CCCN=C1CCCCC2. Product: [OH:15][C:9]1[CH:10]=[C:11]([OH:14])[CH:12]=[CH:13][C:8]=1[C:7]([NH:6][CH:4]([C:3]1[NH:1][N:2]=[C:18]([C:20]2[CH:25]=[CH:24][N:23]=[CH:22][CH:21]=2)[N:19]=1)[CH3:5])=[O:16]. The catalyst class is: 51. (6) Reactant: [CH3:1][C@H:2]1[CH2:7][CH2:6][C@H:5]([C:8](O)=[O:9])[CH2:4][CH2:3]1.B. Product: [CH3:1][C@H:2]1[CH2:7][CH2:6][C@H:5]([CH2:8][OH:9])[CH2:4][CH2:3]1. The catalyst class is: 7. (7) Reactant: [Br:1][C:2]1[CH:11]=[C:10]2[C:5]([CH:6]=[CH:7][C:8](Cl)=[N:9]2)=[CH:4][CH:3]=1.[CH:13]([B-](F)(F)F)=[CH2:14].[K+].[F-].[Cs+]. Product: [Br:1][C:2]1[CH:11]=[C:10]2[C:5]([CH:6]=[CH:7][C:8]([CH:13]=[CH2:14])=[N:9]2)=[CH:4][CH:3]=1. The catalyst class is: 872.